Task: Predict the reaction yield, written as a fraction of the theoretical maximum amount of product (1.0 means a 100% yield; for example, 0.34 means a 34% yield).. Dataset: Reaction yield outcomes from USPTO patents with 853,638 reactions The reactants are C(OC([NH:8][NH:9][CH:10]1[CH2:13][N:12]([CH:14]([C:21]2[CH:26]=[CH:25][CH:24]=[CH:23][CH:22]=2)[C:15]2[CH:20]=[CH:19][CH:18]=[CH:17][CH:16]=2)[CH2:11]1)=O)(C)(C)C.[ClH:27]. The catalyst is O1CCOCC1. The product is [ClH:27].[ClH:27].[ClH:27].[CH:14]([N:12]1[CH2:11][CH:10]([NH:9][NH2:8])[CH2:13]1)([C:21]1[CH:26]=[CH:25][CH:24]=[CH:23][CH:22]=1)[C:15]1[CH:20]=[CH:19][CH:18]=[CH:17][CH:16]=1. The yield is 0.950.